Dataset: Full USPTO retrosynthesis dataset with 1.9M reactions from patents (1976-2016). Task: Predict the reactants needed to synthesize the given product. (1) Given the product [OH:1][C:2]1[C:7]([C:11]([O:15][CH2:16][CH3:17])=[O:18])=[CH:8][N:28]=[C:4]([OH:5])[CH:3]=1, predict the reactants needed to synthesize it. The reactants are: [O:1]=[C:2]([CH2:7][C:8](O)=O)[CH2:3][C:4](O)=[O:5].[CH:11]([O:18]CC)([O:15][CH2:16][CH3:17])OCC.C(OC(=O)C)(=O)C.[NH3:28]. (2) Given the product [Cl:1][C:2]1[CH:3]=[C:4]2[C:8](=[CH:9][CH:10]=1)[N:7]([S:11]([C:14]1[CH:19]=[CH:18][C:17]([O:20][CH3:21])=[CH:16][C:15]=1[O:22][C:23]([F:24])([F:25])[F:26])(=[O:12])=[O:13])[C:6](=[O:27])[C:5]2([N:39]1[CH2:48][C@H:47]([OH:49])[CH2:46][C@H:40]1[C:41]([N:43]([CH3:45])[CH3:44])=[O:42])[C:28]1[CH:33]=[C:32]([CH2:34][CH2:35][N:51]([CH3:52])[CH3:50])[CH:31]=[CH:30][C:29]=1[O:37][CH3:38], predict the reactants needed to synthesize it. The reactants are: [Cl:1][C:2]1[CH:3]=[C:4]2[C:8](=[CH:9][CH:10]=1)[N:7]([S:11]([C:14]1[CH:19]=[CH:18][C:17]([O:20][CH3:21])=[CH:16][C:15]=1[O:22][C:23]([F:26])([F:25])[F:24])(=[O:13])=[O:12])[C:6](=[O:27])[C:5]2([N:39]1[CH2:48][C@H:47]([OH:49])[CH2:46][C@H:40]1[C:41]([N:43]([CH3:45])[CH3:44])=[O:42])[C:28]1[CH:33]=[C:32]([CH2:34][CH:35]=O)[CH:31]=[CH:30][C:29]=1[O:37][CH3:38].[CH3:50][NH:51][CH3:52].C(O[BH-](OC(=O)C)OC(=O)C)(=O)C.[Na+].C([O-])(O)=O.[Na+]. (3) Given the product [C:23]([C:22]1[CH:25]=[CH:26][N:27]=[C:20]([O:12][C:8]2[CH:9]=[C:10]([CH3:11])[C:5]3[CH:4]([CH2:13][C:14]([O:16][CH2:17][CH3:18])=[O:15])[O:3][B:2]([OH:1])[C:6]=3[CH:7]=2)[CH:21]=1)#[N:24], predict the reactants needed to synthesize it. The reactants are: [OH:1][B:2]1[C:6]2[CH:7]=[C:8]([OH:12])[CH:9]=[C:10]([CH3:11])[C:5]=2[CH:4]([CH2:13][C:14]([O:16][CH2:17][CH3:18])=[O:15])[O:3]1.Cl[C:20]1[CH:21]=[C:22]([CH:25]=[CH:26][N:27]=1)[C:23]#[N:24].C(=O)([O-])[O-].[Cs+].[Cs+]. (4) Given the product [F:15][C:16]1[CH:21]=[CH:20][C:19]([S:22]([NH:1][C:4]2[CH:13]=[CH:12][CH:11]=[C:10]3[C:5]=2[CH:6]=[CH:7][C:8]([NH:32][CH2:31][C:30]2[CH:33]=[CH:34][C:27]([F:26])=[CH:28][CH:29]=2)=[N:9]3)(=[O:24])=[O:23])=[CH:18][CH:17]=1, predict the reactants needed to synthesize it. The reactants are: [N+:1]([C:4]1[CH:13]=[CH:12][CH:11]=[C:10]2[C:5]=1[CH:6]=[CH:7][C:8](Cl)=[N:9]2)([O-])=O.[F:15][C:16]1[CH:21]=[CH:20][C:19]([S:22](Cl)(=[O:24])=[O:23])=[CH:18][CH:17]=1.[F:26][C:27]1[CH:34]=[CH:33][C:30]([CH2:31][NH2:32])=[CH:29][CH:28]=1.